This data is from Forward reaction prediction with 1.9M reactions from USPTO patents (1976-2016). The task is: Predict the product of the given reaction. (1) Given the reactants [F:1][C:2]([F:13])([F:12])[C:3]1[CH:8]=[CH:7][C:6](B(O)O)=[CH:5][CH:4]=1.C(=O)([O-])[O-].[K+].[K+].Br[C:21]1[CH:28]=[CH:27][C:24]([CH2:25][NH2:26])=[CH:23][CH:22]=1.N#N, predict the reaction product. The product is: [F:1][C:2]([F:13])([F:12])[C:3]1[CH:8]=[CH:7][C:6]([C:21]2[CH:28]=[CH:27][C:24]([CH2:25][NH2:26])=[CH:23][CH:22]=2)=[CH:5][CH:4]=1. (2) Given the reactants [N:1]1[C:10]2[C:5](=[CH:6][C:7]([S:11][C:12](=S)OCC)=[CH:8][CH:9]=2)[CH:4]=[CH:3][CH:2]=1.[O:17]([C:24]1[CH:25]=[C:26]([CH:39]=[CH:40][CH:41]=1)COS(C1C=CC(C)=CC=1)(=O)=O)[C:18]1[CH:23]=[CH:22][CH:21]=[CH:20][CH:19]=1.CO.CC(C)([O-])C.[K+], predict the reaction product. The product is: [O:17]([C:24]1[CH:25]=[C:26]([CH:39]=[CH:40][CH:41]=1)[CH2:12][S:11][C:7]1[CH:6]=[C:5]2[C:10](=[CH:9][CH:8]=1)[N:1]=[CH:2][CH:3]=[CH:4]2)[C:18]1[CH:23]=[CH:22][CH:21]=[CH:20][CH:19]=1. (3) Given the reactants [CH3:1][C:2]1([CH3:14])[C:6]([CH3:8])([CH3:7])[O:5][B:4]([C:9]2[CH:10]=[N:11][NH:12][CH:13]=2)[O:3]1.[CH3:15][C:16]1([CH3:19])[CH2:18][O:17]1.C(=O)([O-])[O-].[Cs+].[Cs+], predict the reaction product. The product is: [CH3:15][C:16]([OH:17])([CH3:19])[CH2:18][N:12]1[CH:13]=[C:9]([B:4]2[O:5][C:6]([CH3:7])([CH3:8])[C:2]([CH3:14])([CH3:1])[O:3]2)[CH:10]=[N:11]1. (4) Given the reactants Cl[C:2]1[C:7]([N+:8]([O-:10])=[O:9])=[CH:6][CH:5]=[CH:4][N:3]=1.[C:11]([O:15][C:16](=[O:22])[NH:17][CH2:18][CH2:19][CH2:20][NH2:21])([CH3:14])([CH3:13])[CH3:12].C(=O)([O-])[O-].[K+].[K+].C(#N)C, predict the reaction product. The product is: [N+:8]([C:7]1[C:2]([NH:21][CH2:20][CH2:19][CH2:18][NH:17][C:16](=[O:22])[O:15][C:11]([CH3:13])([CH3:12])[CH3:14])=[N:3][CH:4]=[CH:5][CH:6]=1)([O-:10])=[O:9]. (5) Given the reactants [CH3:1][O:2][C@@H:3]([CH3:20])[C@@H:4]([C:16]([O:18][CH3:19])=[O:17])[NH:5]C(OCC1C=CC=CC=1)=O, predict the reaction product. The product is: [CH3:1][O:2][C@@H:3]([CH3:20])[C@@H:4]([C:16]([O:18][CH3:19])=[O:17])[NH2:5].